Dataset: Full USPTO retrosynthesis dataset with 1.9M reactions from patents (1976-2016). Task: Predict the reactants needed to synthesize the given product. (1) Given the product [Br:9][C:10]1[CH:15]=[CH:14][CH:13]=[CH:12][C:11]=1[CH2:16][CH2:2][C:1]#[N:3], predict the reactants needed to synthesize it. The reactants are: [C:1](#[N:3])[CH3:2].[Li]CCCC.[Br:9][C:10]1[CH:15]=[CH:14][CH:13]=[CH:12][C:11]=1[CH2:16]Br. (2) Given the product [CH3:1][O:2][C:3]1[C:8]2[NH:9][C:10]([C:12]3[S:13][CH:14]=[CH:15][CH:16]=3)=[N:11][C:7]=2[C:6]([C:17]([NH:20][CH2:21][CH2:22][NH:23][C:24](=[O:32])[C:25]2[CH:30]=[CH:29][C:28]([CH3:31])=[CH:27][CH:26]=2)=[O:19])=[CH:5][CH:4]=1, predict the reactants needed to synthesize it. The reactants are: [CH3:1][O:2][C:3]1[C:8]2[NH:9][C:10]([C:12]3[S:13][CH:14]=[CH:15][CH:16]=3)=[N:11][C:7]=2[C:6]([C:17]([OH:19])=O)=[CH:5][CH:4]=1.[NH2:20][CH2:21][CH2:22][NH:23][C:24](=[O:32])[C:25]1[CH:30]=[CH:29][C:28]([CH3:31])=[CH:27][CH:26]=1. (3) Given the product [NH2:1][C@@H:2]([C:8]([OH:10])=[O:9])[CH2:3][CH2:4][C:5](=[O:6])[O:7][CH2:11][C:12]1[CH:17]=[CH:16][CH:15]=[CH:14][CH:13]=1, predict the reactants needed to synthesize it. The reactants are: [NH2:1][C@@H:2]([C:8]([OH:10])=[O:9])[CH2:3][CH2:4][C:5](=[O:7])[OH:6].[CH2:11](O)[C:12]1[CH:17]=[CH:16][CH:15]=[CH:14][CH:13]=1.B(F)(F)F.CCOCC.C(N(CC)CC)C. (4) The reactants are: [F:1][C:2]1[CH:11]=[CH:10][CH:9]=[C:8]2[C:3]=1[C:4](=O)[NH:5][CH:6]=[N:7]2.CN(C=O)C.S(Cl)([Cl:20])=O. Given the product [ClH:20].[Cl:20][C:4]1[C:3]2[C:8](=[CH:9][CH:10]=[CH:11][C:2]=2[F:1])[N:7]=[CH:6][N:5]=1, predict the reactants needed to synthesize it. (5) Given the product [NH2:22][C:18]1[CH:17]=[C:16]([CH:14]([C:9]2[C:10](=[O:13])[CH:11]=[CH:12][N:7]([C:5]3[CH:4]=[N:3][N:2]([CH3:1])[CH:6]=3)[N:8]=2)[CH3:15])[CH:21]=[CH:20][CH:19]=1, predict the reactants needed to synthesize it. The reactants are: [CH3:1][N:2]1[CH:6]=[C:5]([N:7]2[CH:12]=[CH:11][C:10](=[O:13])[C:9]([CH:14]([C:16]3[CH:21]=[CH:20][CH:19]=[C:18]([N+:22]([O-])=O)[CH:17]=3)[CH3:15])=[N:8]2)[CH:4]=[N:3]1. (6) The reactants are: [C:1]1([C:7]#[CH:8])[CH:6]=[CH:5][CH:4]=[CH:3][CH:2]=1.Br[C:10](Br)=[CH:11][C:12]1[CH:21]=[CH:20][C:15]([C:16]([O:18][CH3:19])=[O:17])=[CH:14][CH:13]=1. Given the product [CH3:19][O:18][C:16](=[O:17])[C:15]1[CH:20]=[CH:21][C:12]([C:11]#[C:10][C:8]#[C:7][C:1]2[CH:6]=[CH:5][CH:4]=[CH:3][CH:2]=2)=[CH:13][CH:14]=1, predict the reactants needed to synthesize it. (7) The reactants are: [Cl:1][C:2]1[CH:25]=[CH:24][C:5]([C:6]([NH:8][CH2:9][C:10]2[C:19]3[C:14](=[CH:15][C:16]([O:22][CH3:23])=[C:17]([O:20][CH3:21])[CH:18]=3)[N:13]=[CH:12][CH:11]=2)=[O:7])=[C:4]([CH:26]=[CH2:27])[CH:3]=1.C([O-])(=O)C.[Na+].O. Given the product [Cl:1][C:2]1[CH:3]=[C:4]2[C:5](=[CH:24][CH:25]=1)[C:6](=[O:7])[N:8]([CH2:9][C:10]1[C:19]3[C:14](=[CH:15][C:16]([O:22][CH3:23])=[C:17]([O:20][CH3:21])[CH:18]=3)[N:13]=[CH:12][CH:11]=1)[CH:27]=[CH:26]2, predict the reactants needed to synthesize it. (8) Given the product [ClH:40].[ClH:40].[CH:30]1([C@H:14]([NH:13][C:11](=[O:12])[C@H:9]([CH3:10])[NH:8][CH3:36])[C:15]([N:17]2[C@H:22]([C:23]([NH:51][CH:44]3[C:45]4[CH:50]=[CH:49][CH:48]=[CH:47][C:46]=4[O:42][CH2:43]3)=[O:25])[CH2:21][N:20]3[CH2:27][CH2:28][CH2:29][C@@H:19]3[CH2:18]2)=[O:16])[CH2:35][CH2:34][CH2:33][CH2:32][CH2:31]1, predict the reactants needed to synthesize it. The reactants are: C(OC([N:8]([CH3:36])[C@H:9]([C:11]([NH:13][C@@H:14]([CH:30]1[CH2:35][CH2:34][CH2:33][CH2:32][CH2:31]1)[C:15]([N:17]1[C@H:22]([C:23]([O:25]C)=O)[CH2:21][N:20]2[CH2:27][CH2:28][CH2:29][C@@H:19]2[CH2:18]1)=[O:16])=[O:12])[CH3:10])=O)(C)(C)C.O.[OH-].[Li+].[ClH:40].Cl.[O:42]1[C:46]2[CH:47]=[CH:48][CH:49]=[CH:50][C:45]=2[CH:44]([NH2:51])[CH2:43]1.F[P-](F)(F)(F)(F)F.N1(OC(N(C)C)=[N+](C)C)C2N=CC=CC=2N=N1.C(N(C(C)C)C(C)C)C.C(OCC)(=O)C.Cl. (9) Given the product [N:32]12[CH2:37][CH2:36][CH:35]([CH2:34][CH2:33]1)[C@@H:30]([O:29][C:28]([N:1]([CH2:8][C:9]1[CH:10]=[C:11]([CH:24]=[CH:25][CH:26]=1)[O:12][CH2:13][C:14]1[CH:15]=[CH:16][C:17]([C:18]([O:20][CH3:21])=[O:19])=[CH:22][CH:23]=1)[C:2]1[CH:3]=[CH:4][CH:5]=[CH:6][CH:7]=1)=[O:38])[CH2:31]2, predict the reactants needed to synthesize it. The reactants are: [NH:1]([CH2:8][C:9]1[CH:10]=[C:11]([CH:24]=[CH:25][CH:26]=1)[O:12][CH2:13][C:14]1[CH:23]=[CH:22][C:17]([C:18]([O:20][CH3:21])=[O:19])=[CH:16][CH:15]=1)[C:2]1[CH:7]=[CH:6][CH:5]=[CH:4][CH:3]=1.Cl.[C:28](Cl)(=[O:38])[O:29][C@@H:30]1[CH:35]2[CH2:36][CH2:37][N:32]([CH2:33][CH2:34]2)[CH2:31]1.